From a dataset of Full USPTO retrosynthesis dataset with 1.9M reactions from patents (1976-2016). Predict the reactants needed to synthesize the given product. (1) Given the product [F:1][C:2]1[CH:3]=[C:4]([NH:10][C:11]2[CH:16]=[CH:15][CH:14]=[CH:13][N:12]=2)[CH:5]=[CH:6][C:7]=1[OH:8], predict the reactants needed to synthesize it. The reactants are: [F:1][C:2]1[CH:3]=[C:4]([NH:10][C:11]2[CH:16]=[CH:15][CH:14]=[CH:13][N:12]=2)[CH:5]=[CH:6][C:7]=1[O:8]C.BrB(Br)Br.C([O-])(O)=O.[Na+]. (2) Given the product [CH2:1]([N:8]1[CH:12]=[C:11]([B:18]2[O:19][C:20]([CH3:22])([CH3:21])[C:16]([CH3:32])([CH3:15])[O:17]2)[C:10]([CH3:14])=[N:9]1)[C:2]1[CH:7]=[CH:6][CH:5]=[CH:4][CH:3]=1, predict the reactants needed to synthesize it. The reactants are: [CH2:1]([N:8]1[CH:12]=[C:11](Br)[C:10]([CH3:14])=[N:9]1)[C:2]1[CH:7]=[CH:6][CH:5]=[CH:4][CH:3]=1.[CH3:15][C:16]1([CH3:32])[C:20]([CH3:22])([CH3:21])[O:19][B:18]([B:18]2[O:19][C:20]([CH3:22])([CH3:21])[C:16]([CH3:32])([CH3:15])[O:17]2)[O:17]1.CC([O-])=O.[K+].